This data is from Full USPTO retrosynthesis dataset with 1.9M reactions from patents (1976-2016). The task is: Predict the reactants needed to synthesize the given product. (1) Given the product [CH2:11]([O:6][C:5](=[O:7])[C:4]1[CH:8]=[CH:9][N:10]=[C:2]([Cl:1])[CH:3]=1)[CH3:12], predict the reactants needed to synthesize it. The reactants are: [Cl:1][C:2]1[CH:3]=[C:4]([CH:8]=[CH:9][N:10]=1)[C:5]([OH:7])=[O:6].[CH2:11](O)[CH3:12].OS(O)(=O)=O. (2) Given the product [CH3:1][O:2][C:3]1[CH:8]=[C:7]([O:9][CH3:10])[CH:6]=[CH:5][C:4]=1[CH2:11][N:12]1[C:18](=[O:19])[CH2:17][CH:16]([C:15]([O:14][CH3:13])=[O:23])[CH2:22]1, predict the reactants needed to synthesize it. The reactants are: [CH3:1][O:2][C:3]1[CH:8]=[C:7]([O:9][CH3:10])[CH:6]=[CH:5][C:4]=1[CH2:11][NH2:12].[CH3:13][O:14][C:15](=[O:23])[C:16](=[CH2:22])[CH2:17][C:18](OC)=[O:19].